From a dataset of Full USPTO retrosynthesis dataset with 1.9M reactions from patents (1976-2016). Predict the reactants needed to synthesize the given product. (1) Given the product [C:14]1([C:13]2[C:8]([CH2:7][C:6]([NH2:20])=[NH:5])=[N:9][CH:10]=[CH:11][CH:12]=2)[CH:15]=[CH:16][CH:17]=[CH:18][CH:19]=1, predict the reactants needed to synthesize it. The reactants are: C(O[NH:5][C:6](=[NH:20])[CH2:7][C:8]1[C:13]([C:14]2[CH:19]=[CH:18][CH:17]=[CH:16][CH:15]=2)=[CH:12][CH:11]=[CH:10][N:9]=1)(=O)C.C(OCC)(=O)C. (2) The reactants are: [Br:1][C:2]1[CH:3]=[C:4]2[C:12](=[CH:13][CH:14]=1)[NH:11][C:10]1[CH:9]([NH2:15])[CH2:8][CH2:7][CH2:6][C:5]2=1.[C:16]1([CH3:25])[CH:21]=[CH:20][C:19]([C:22](Cl)=[O:23])=[CH:18][CH:17]=1. Given the product [Br:1][C:2]1[CH:3]=[C:4]2[C:12](=[CH:13][CH:14]=1)[NH:11][C:10]1[CH:9]([NH:15][C:22](=[O:23])[C:19]3[CH:20]=[CH:21][C:16]([CH3:25])=[CH:17][CH:18]=3)[CH2:8][CH2:7][CH2:6][C:5]2=1, predict the reactants needed to synthesize it. (3) Given the product [CH3:1][O:2][C:3]([C:5]1[C:6](=[O:17])[S:7][C:8]2[C:13]([C:14]=1[OH:15])=[CH:12][C:11]([C:22]1[CH:23]=[CH:24][C:19]([F:18])=[CH:20][CH:21]=1)=[CH:10][CH:9]=2)=[O:4], predict the reactants needed to synthesize it. The reactants are: [CH3:1][O:2][C:3]([C:5]1[C:6](=[O:17])[S:7][C:8]2[C:13]([C:14]=1[OH:15])=[CH:12][C:11](Br)=[CH:10][CH:9]=2)=[O:4].[F:18][C:19]1[CH:24]=[CH:23][C:22](B(O)O)=[CH:21][CH:20]=1. (4) The reactants are: [Cl:1][C:2]1[N:7]=[C:6]([NH:8][C:9]2[CH:14]=[CH:13][C:12]([O:15][CH3:16])=[C:11]([Cl:17])[CH:10]=2)[N:5]=[C:4](NC2CCCCCC2)[N:3]=1.[Cl:26]C1N=C(NC2C=CC(OC)=C(Cl)C=2)N=C(NC2C=CC(OCC)=C(Cl)C=2)N=1. Given the product [Cl:17][C:11]1[CH:10]=[C:9]([NH:8][C:6]2[N:5]=[C:4]([Cl:26])[N:3]=[C:2]([Cl:1])[N:7]=2)[CH:14]=[CH:13][C:12]=1[O:15][CH3:16], predict the reactants needed to synthesize it. (5) Given the product [CH2:16]([CH:9]([CH2:1][CH2:2][CH2:3][CH2:4][CH2:5][CH2:6][CH2:7][CH3:8])[CH2:10][C:11]([O:13][CH2:14][CH3:15])=[O:12])[CH2:17][CH2:18][CH2:19][CH2:20][CH2:21][CH2:22][CH3:23], predict the reactants needed to synthesize it. The reactants are: [CH2:1]([C:9]([CH2:16][CH2:17][CH2:18][CH2:19][CH2:20][CH2:21][CH2:22][CH3:23])=[CH:10][C:11]([O:13][CH2:14][CH3:15])=[O:12])[CH2:2][CH2:3][CH2:4][CH2:5][CH2:6][CH2:7][CH3:8].[H][H].